Dataset: Reaction yield outcomes from USPTO patents with 853,638 reactions. Task: Predict the reaction yield, written as a fraction of the theoretical maximum amount of product (1.0 means a 100% yield; for example, 0.34 means a 34% yield). (1) The reactants are C(N(CC)C(C)C)(C)C.[Br:10][C:11]1[N:31]=[CH:30][C:14]2[NH:15][C@@H:16]([CH3:29])[CH2:17][N:18]([S:19]([C:22]3[CH:28]=[CH:27][C:25]([CH3:26])=[CH:24][CH:23]=3)(=[O:21])=[O:20])[C:13]=2[CH:12]=1.[C:32](Cl)(=[O:34])[CH3:33]. The catalyst is ClCCl. The product is [Br:10][C:11]1[N:31]=[CH:30][C:14]2[N:15]([C:32](=[O:34])[CH3:33])[C@@H:16]([CH3:29])[CH2:17][N:18]([S:19]([C:22]3[CH:23]=[CH:24][C:25]([CH3:26])=[CH:27][CH:28]=3)(=[O:21])=[O:20])[C:13]=2[CH:12]=1. The yield is 0.690. (2) The reactants are [Cl:1][C:2]1[CH:7]=[CH:6][CH:5]=[C:4]([Cl:8])[C:3]=1[N:9]1[C:13]([CH2:14][OH:15])=[C:12]([CH:16]([CH3:18])[CH3:17])[N:11]=[N:10]1.[Br:19][C:20]1[CH:25]=[CH:24][C:23](O)=[CH:22][C:21]=1[CH3:27].C(P(CCCC)CCCC)CCC. The catalyst is C1(C)C=CC=CC=1. The product is [Br:19][C:20]1[CH:25]=[CH:24][C:23]([O:15][CH2:14][C:13]2[N:9]([C:3]3[C:4]([Cl:8])=[CH:5][CH:6]=[CH:7][C:2]=3[Cl:1])[N:10]=[N:11][C:12]=2[CH:16]([CH3:18])[CH3:17])=[CH:22][C:21]=1[CH3:27]. The yield is 0.680. (3) The reactants are CC([O-])(C)C.[K+].CC1C=CC(S([CH2:17][N+:18]#[C-])(=O)=O)=CC=1.[F:20][C:21]1[CH:22]=[C:23]([CH:26]=[CH:27][C:28]=1[O:29][CH3:30])[CH:24]=O.CO. The catalyst is C1COCC1.O. The product is [F:20][C:21]1[CH:22]=[C:23]([CH2:24][C:17]#[N:18])[CH:26]=[CH:27][C:28]=1[O:29][CH3:30]. The yield is 0.580. (4) The reactants are [Br:1][C:2]1[CH:9]=[C:8]([Cl:10])[CH:7]=[C:6]([F:11])[C:3]=1[C:4]#[N:5].[N:12]([Sn](C)(C)C)=[N+:13]=[N-:14]. The catalyst is C1(C)C=CC=CC=1. The product is [Br:1][C:2]1[CH:9]=[C:8]([Cl:10])[CH:7]=[C:6]([F:11])[C:3]=1[C:4]1[N:12]=[N:13][NH:14][N:5]=1. The yield is 0.870.